Dataset: Forward reaction prediction with 1.9M reactions from USPTO patents (1976-2016). Task: Predict the product of the given reaction. (1) Given the reactants [H-].[Al+3].[Li+].[H-].[H-].[H-].[Cl:7][C:8]1[C:13]([Cl:14])=[CH:12][CH:11]=[CH:10][C:9]=1[S:15]([NH:18][C:19]1[N:20]=[CH:21][C:22]([C:33](OC)=[O:34])=[N:23][C:24]=1[O:25][CH2:26][C:27]1[CH:28]=[N:29][CH:30]=[CH:31][CH:32]=1)(=[O:17])=[O:16].C(O)(=O)C, predict the reaction product. The product is: [Cl:7][C:8]1[C:13]([Cl:14])=[CH:12][CH:11]=[CH:10][C:9]=1[S:15]([NH:18][C:19]1[C:24]([O:25][CH2:26][C:27]2[CH:28]=[N:29][CH:30]=[CH:31][CH:32]=2)=[N:23][C:22]([CH2:33][OH:34])=[CH:21][N:20]=1)(=[O:17])=[O:16]. (2) Given the reactants [CH3:1][C@@H:2]1[N:13]([CH3:14])[C:12](=[O:15])[C@H:11]([CH2:16][C:17](O)=[O:18])[CH2:10][CH:9]=[CH:8][CH2:7][CH2:6][C:5](=[O:20])[O:4][C@@H:3]1[C:21]1[CH:26]=[CH:25][CH:24]=[CH:23][CH:22]=1.[Cl:27][C:28]1[CH:33]=[CH:32][C:31]([CH2:34][NH2:35])=[CH:30][CH:29]=1.CO.C(Cl)Cl, predict the reaction product. The product is: [Cl:27][C:28]1[CH:33]=[CH:32][C:31]([CH2:34][NH:35][C:17](=[O:18])[CH2:16][C@@H:11]2[CH2:10][CH:9]=[CH:8][CH2:7][CH2:6][C:5](=[O:20])[O:4][C@H:3]([C:21]3[CH:26]=[CH:25][CH:24]=[CH:23][CH:22]=3)[C@H:2]([CH3:1])[N:13]([CH3:14])[C:12]2=[O:15])=[CH:30][CH:29]=1. (3) Given the reactants N([CH2:3][C:4]([OH:6])=[O:5])C.[CH:7]1([C:13]([O:15][CH:16]([O:20]C(ON2C(=O)CCC2=O)=O)[CH:17]([CH3:19])[CH3:18])=[O:14])[CH2:12][CH2:11][CH2:10][CH2:9][CH2:8]1.[C:31](#[N:33])[CH3:32].[OH2:34], predict the reaction product. The product is: [CH:7]1([C:13]([O:15][CH:16]([O:20][N:33]([CH2:3][C:4]([OH:6])=[O:5])[C:31]([CH3:32])=[O:34])[CH:17]([CH3:18])[CH3:19])=[O:14])[CH2:8][CH2:9][CH2:10][CH2:11][CH2:12]1. (4) Given the reactants Cl[C:2]1[CH:7]=[C:6]([N:8]2[CH2:13][CH2:12][N:11]([C:14]3[C:19]([C:20]([F:23])([F:22])[F:21])=[CH:18][CH:17]=[CH:16][N:15]=3)[CH2:10][CH2:9]2)[N:5]=[C:4]([N:24]2[CH2:29][CH2:28][O:27][CH2:26][CH2:25]2)[N:3]=1.[F:30][C:31]1[CH:32]=[C:33]2[C:37](=[CH:38][CH:39]=1)[NH:36][CH2:35][CH2:34]2, predict the reaction product. The product is: [F:30][C:31]1[CH:32]=[C:33]2[C:37](=[CH:38][CH:39]=1)[N:36]([C:2]1[CH:7]=[C:6]([N:8]3[CH2:9][CH2:10][N:11]([C:14]4[C:19]([C:20]([F:22])([F:23])[F:21])=[CH:18][CH:17]=[CH:16][N:15]=4)[CH2:12][CH2:13]3)[N:5]=[C:4]([N:24]3[CH2:29][CH2:28][O:27][CH2:26][CH2:25]3)[N:3]=1)[CH2:35][CH2:34]2. (5) Given the reactants [OH:1][C@H:2]1[CH2:7][CH2:6][C@H:5]([NH:8][C:9]2[CH:16]=[C:15]([N:17]3[C:21]4=[N:22][CH:23]=[CH:24][C:25]([C:26]5[CH:27]=[N:28][C:29]6[C:34]([CH:35]=5)=[CH:33][CH:32]=[CH:31][CH:30]=6)=[C:20]4[C:19]([C:36]([F:39])([F:38])[F:37])=[N:18]3)[CH:14]=[CH:13][C:10]=2[C:11]#[N:12])[CH2:4][CH2:3]1.C([OH:42])C.[OH-].[Na+].OO, predict the reaction product. The product is: [OH:1][C@H:2]1[CH2:3][CH2:4][C@H:5]([NH:8][C:9]2[CH:16]=[C:15]([N:17]3[C:21]4=[N:22][CH:23]=[CH:24][C:25]([C:26]5[CH:27]=[N:28][C:29]6[C:34]([CH:35]=5)=[CH:33][CH:32]=[CH:31][CH:30]=6)=[C:20]4[C:19]([C:36]([F:39])([F:38])[F:37])=[N:18]3)[CH:14]=[CH:13][C:10]=2[C:11]([NH2:12])=[O:42])[CH2:6][CH2:7]1. (6) Given the reactants [NH2:1][C:2]1[CH:7]=[CH:6][CH:5]=[CH:4][C:3]=1[N:8]([CH2:16][C:17]1[CH:22]=[CH:21][CH:20]=[CH:19][CH:18]=1)[C:9](=[O:15])[CH2:10][C:11](OC)=[O:12], predict the reaction product. The product is: [CH2:16]([N:8]1[C:9](=[O:15])[CH2:10][C:11](=[O:12])[NH:1][C:2]2[CH:7]=[CH:6][CH:5]=[CH:4][C:3]1=2)[C:17]1[CH:22]=[CH:21][CH:20]=[CH:19][CH:18]=1. (7) Given the reactants [C:1]([O:5][CH:6]([C:11]1[N:12]([CH3:32])[C:13](=[O:31])[C:14]2[C:19]([C:20]=1[N:21]([C:23]1[CH:28]=[CH:27][C:26]([CH3:29])=[C:25]([CH3:30])[CH:24]=1)[CH3:22])=[CH:18][CH:17]=[CH:16][CH:15]=2)[C:7]([O:9]C)=[O:8])([CH3:4])([CH3:3])[CH3:2].[Li+].[OH-].O.Cl.O, predict the reaction product. The product is: [C:1]([O:5][CH:6]([C:11]1[N:12]([CH3:32])[C:13](=[O:31])[C:14]2[C:19]([C:20]=1[N:21]([C:23]1[CH:28]=[CH:27][C:26]([CH3:29])=[C:25]([CH3:30])[CH:24]=1)[CH3:22])=[CH:18][CH:17]=[CH:16][CH:15]=2)[C:7]([OH:9])=[O:8])([CH3:4])([CH3:3])[CH3:2].